This data is from Catalyst prediction with 721,799 reactions and 888 catalyst types from USPTO. The task is: Predict which catalyst facilitates the given reaction. (1) Reactant: CC1C=C(C)C=C(C)C=1S([O-])(=O)=O.[NH2:14][N+:15]1[CH:20]=[CH:19][C:18]([Br:21])=[CH:17][C:16]=1[NH2:22].Cl[C:24](=O)[C:25]([O:27][CH2:28][CH3:29])=[O:26]. Product: [Br:21][C:18]1[CH:19]=[CH:20][N:15]2[N:14]=[C:24]([C:25]([O:27][CH2:28][CH3:29])=[O:26])[N:22]=[C:16]2[CH:17]=1. The catalyst class is: 17. (2) The catalyst class is: 6. Product: [CH3:1][CH2:2][CH2:45][CH2:46][CH2:47][CH2:48][O:44][C:49](/[N:33]=[C:31](\[NH2:32])/[C:28]1[CH:27]=[CH:26][C:25]([NH:24][CH2:23][C:21]2[N:20]([CH3:34])[C:19]3[CH:35]=[CH:36][C:16]([C:14]([N:13]([C:8]4[CH:9]=[CH:10][CH:11]=[CH:12][N:7]=4)[CH2:37][CH2:38][C:39]([O:41][CH2:42][CH3:43])=[O:40])=[O:15])=[CH:17][C:18]=3[N:22]=2)=[CH:30][CH:29]=1)=[O:52]. Reactant: [C:1](O)(=O)[C:2](O)=O.[N:7]1[CH:12]=[CH:11][CH:10]=[CH:9][C:8]=1[N:13]([CH2:37][CH2:38][C:39]([O:41][CH2:42][CH3:43])=[O:40])[C:14]([C:16]1[CH:36]=[CH:35][C:19]2[N:20]([CH3:34])[C:21]([CH2:23][NH:24][C:25]3[CH:30]=[CH:29][C:28]([C:31](=[NH:33])[NH2:32])=[CH:27][CH:26]=3)=[N:22][C:18]=2[CH:17]=1)=[O:15].[O:44]1[CH2:48][CH2:47][CH2:46][CH2:45]1.[C:49](=[O:52])([O-])[O-].[K+].[K+]. (3) Reactant: [CH3:1][O:2][C:3]1[CH:16]=[C:15]([O:17][CH3:18])[CH:14]=[CH:13][C:4]=1[CH2:5][NH:6][C:7]1[S:11][N:10]=[C:9]([CH3:12])[N:8]=1.C[Si]([N-][Si](C)(C)C)(C)C.[Li+].[F:29][C:30]1[CH:35]=[C:34]([F:36])[C:33]([F:37])=[CH:32][C:31]=1[S:38](Cl)(=[O:40])=[O:39]. Product: [CH3:1][O:2][C:3]1[CH:16]=[C:15]([O:17][CH3:18])[CH:14]=[CH:13][C:4]=1[CH2:5][N:6]([C:7]1[S:11][N:10]=[C:9]([CH3:12])[N:8]=1)[S:38]([C:31]1[CH:32]=[C:33]([F:37])[C:34]([F:36])=[CH:35][C:30]=1[F:29])(=[O:40])=[O:39]. The catalyst class is: 7. (4) Reactant: [F:1][C:2]1[CH:27]=[CH:26][C:5]2[C:6](=[O:25])[N:7]=[C:8]([C:10]3[CH:15]=[C:14]([CH2:16][CH2:17][C:18]([O:20]C(C)(C)C)=[O:19])[CH:13]=[CH:12][N:11]=3)[S:9][C:4]=2[CH:3]=1. Product: [F:1][C:2]1[CH:27]=[CH:26][C:5]2[C:6](=[O:25])[N:7]=[C:8]([C:10]3[CH:15]=[C:14]([CH2:16][CH2:17][C:18]([OH:20])=[O:19])[CH:13]=[CH:12][N:11]=3)[S:9][C:4]=2[CH:3]=1. The catalyst class is: 55. (5) Reactant: Br[C:2]1[CH:7]=[CH:6][C:5]([CH3:8])=[C:4]([O:9][CH3:10])[CH:3]=1.[CH3:11][C:12]([CH3:14])=[O:13].C1(P(C2C=CC=CC=2)C2C3OC4C(=CC=CC=4P(C4C=CC=CC=4)C4C=CC=CC=4)C(C)(C)C=3C=CC=2)C=CC=CC=1.C(=O)([O-])[O-].[Cs+].[Cs+]. Product: [CH3:10][O:9][C:4]1[CH:3]=[C:2]([CH2:11][C:12](=[O:13])[CH3:14])[CH:7]=[CH:6][C:5]=1[CH3:8]. The catalyst class is: 160. (6) Reactant: [F:1][C:2]1[C:3]([OH:16])=[C:4]([C:11]([O:13]CC)=O)[C:5](=[O:10])[N:6]([CH3:9])[C:7]=1[CH3:8].[NH2:17][C:18]1[N:19]=[N:20][C:21]([Cl:24])=[CH:22][CH:23]=1.BrC1C=CC=CC=1.C(Cl)(Cl)Cl. Product: [Cl:24][C:21]1[N:20]=[N:19][C:18]([NH:17][C:11]([C:4]2[C:5](=[O:10])[N:6]([CH3:9])[C:7]([CH3:8])=[C:2]([F:1])[C:3]=2[OH:16])=[O:13])=[CH:23][CH:22]=1. The catalyst class is: 5.